From a dataset of Full USPTO retrosynthesis dataset with 1.9M reactions from patents (1976-2016). Predict the reactants needed to synthesize the given product. (1) The reactants are: Cl[C:2]1[CH:3]=[C:4]([NH:8][C:9]2[N:14]=[C:13]([C:15]3[CH:16]=[CH:17][C:18]([O:23][CH:24]4[CH2:29][CH2:28][O:27][CH2:26][CH2:25]4)=[C:19]([CH:22]=3)[C:20]#[N:21])[CH:12]=[CH:11][N:10]=2)[CH:5]=[N:6][CH:7]=1.[CH3:30][O:31][CH:32]1[CH2:35][NH:34][CH2:33]1.CC(C)([O-])C.[Na+]. Given the product [CH3:30][O:31][CH:32]1[CH2:35][N:34]([C:2]2[CH:3]=[C:4]([NH:8][C:9]3[N:14]=[C:13]([C:15]4[CH:16]=[CH:17][C:18]([O:23][CH:24]5[CH2:29][CH2:28][O:27][CH2:26][CH2:25]5)=[C:19]([CH:22]=4)[C:20]#[N:21])[CH:12]=[CH:11][N:10]=3)[CH:5]=[N:6][CH:7]=2)[CH2:33]1, predict the reactants needed to synthesize it. (2) Given the product [Cl:1][C:2]1[CH:3]=[CH:4][C:5]([C:12]([F:15])([F:14])[F:13])=[C:6]([CH2:8][C:9]([N:22]2[CH2:26][CH2:25][C:24]([C:27]3[CH:32]=[CH:31][C:30]([OH:33])=[CH:29][CH:28]=3)=[N:23]2)=[O:11])[CH:7]=1, predict the reactants needed to synthesize it. The reactants are: [Cl:1][C:2]1[CH:3]=[CH:4][C:5]([C:12]([F:15])([F:14])[F:13])=[C:6]([CH2:8][C:9]([OH:11])=O)[CH:7]=1.C(Cl)(=O)C(Cl)=O.[NH:22]1[CH2:26][CH2:25][C:24]([C:27]2[CH:32]=[CH:31][C:30]([OH:33])=[CH:29][CH:28]=2)=[N:23]1. (3) Given the product [Cl:3][C:4]1[CH:5]=[C:6]([CH2:12][C:13]([NH2:14])=[O:16])[CH:7]=[C:8]([O:10][CH3:11])[CH:9]=1, predict the reactants needed to synthesize it. The reactants are: OO.[Cl:3][C:4]1[CH:5]=[C:6]([CH2:12][C:13]#[N:14])[CH:7]=[C:8]([O:10][CH3:11])[CH:9]=1.C([O-])([O-])=[O:16].[K+].[K+]. (4) The reactants are: [Cl:1][C:2]1[CH:7]=[CH:6][C:5]([F:8])=[CH:4][C:3]=1[N:9]1[CH2:22][C:11]2([CH2:14][N:13](C(OC(C)(C)C)=O)[CH2:12]2)[CH2:10]1.[C:23]([OH:29])([C:25]([F:28])([F:27])[F:26])=[O:24]. Given the product [F:26][C:25]([F:28])([F:27])[C:23]([OH:29])=[O:24].[Cl:1][C:2]1[CH:7]=[CH:6][C:5]([F:8])=[CH:4][C:3]=1[N:9]1[CH2:10][C:11]2([CH2:14][NH:13][CH2:12]2)[CH2:22]1, predict the reactants needed to synthesize it. (5) Given the product [NH2:7][C:8]1[CH:9]=[CH:10][C:11]([C:14]2[N:15]([CH:31]3[CH2:34][CH2:33][CH2:32]3)[C:16]3[C:21]([C:22]=2[C:23]#[N:24])=[CH:20][CH:19]=[C:18]([O:25][CH2:26][S:27]([CH3:30])(=[O:29])=[O:28])[CH:17]=3)=[CH:12][CH:13]=1, predict the reactants needed to synthesize it. The reactants are: C(OC(=O)[NH:7][C:8]1[CH:13]=[CH:12][C:11]([C:14]2[N:15]([CH:31]3[CH2:34][CH2:33][CH2:32]3)[C:16]3[C:21]([C:22]=2[C:23]#[N:24])=[CH:20][CH:19]=[C:18]([O:25][CH2:26][S:27]([CH3:30])(=[O:29])=[O:28])[CH:17]=3)=[CH:10][CH:9]=1)(C)(C)C.C(O)(C(F)(F)F)=O.